Dataset: Forward reaction prediction with 1.9M reactions from USPTO patents (1976-2016). Task: Predict the product of the given reaction. (1) Given the reactants [OH:1][CH:2]1[CH2:15][C:4]2([CH2:7][N:6]([C:8]([O:10][C:11]([CH3:14])([CH3:13])[CH3:12])=[O:9])[CH2:5]2)[CH2:3]1.[CH3:16][S:17](Cl)(=[O:19])=[O:18].O, predict the reaction product. The product is: [CH3:16][S:17]([O:1][CH:2]1[CH2:3][C:4]2([CH2:7][N:6]([C:8]([O:10][C:11]([CH3:12])([CH3:14])[CH3:13])=[O:9])[CH2:5]2)[CH2:15]1)(=[O:19])=[O:18]. (2) Given the reactants [H-].[Na+].[CH2:3]1[CH2:7][O:6][CH2:5][CH2:4]1.[CH2:8]([N:15]1[CH2:21][CH:20]2[C:22](=O)[CH:17]([CH2:18][CH2:19]2)[CH2:16]1)[C:9]1[CH:14]=[CH:13][CH:12]=[CH:11][CH:10]=1.CN(C=[O:28])C, predict the reaction product. The product is: [CH2:7]([O:6][C:5](=[O:28])[CH:4]=[C:22]1[CH:17]2[CH2:18][CH2:19][CH:20]1[CH2:21][N:15]([CH2:8][C:9]1[CH:14]=[CH:13][CH:12]=[CH:11][CH:10]=1)[CH2:16]2)[CH3:3]. (3) Given the reactants CC(C)([O-:4])C.[K+].[CH2:7]([O:11][C:12]1[CH:17]=[CH:16][C:15]([OH:18])=[CH:14][CH:13]=1)[C:8]#[C:9][CH3:10].[CH2:19]1[CH2:23][O:22]C[CH2:20]1, predict the reaction product. The product is: [CH2:7]([O:11][C:12]1[CH:13]=[CH:14][C:15]([O:18][CH2:20][CH2:19][C:23]([OH:22])=[O:4])=[CH:16][CH:17]=1)[C:8]#[C:9][CH3:10]. (4) The product is: [ClH:27].[NH:28]1[C@@H:36]2[C@H:31]([CH2:32][CH2:33][CH2:34][CH2:35]2)[CH2:30][C@H:29]1[C:37]([O:26][CH2:25][C:20]1[CH:21]=[CH:22][CH:23]=[CH:24][CH:19]=1)=[O:38]. Given the reactants C1([C@@H](N[C@H]2CCCC[C@@H]2CO)C)C=CC=CC=1.N[C@H:19]1[CH2:24][CH2:23][CH2:22][CH2:21][C@@H:20]1[CH2:25][OH:26].[ClH:27].[NH:28]1[C@@H:36]2[C@H:31]([CH2:32][CH2:33][CH2:34][CH2:35]2)[CH2:30][C@H:29]1[C:37](O)=[O:38], predict the reaction product. (5) Given the reactants [O:1]=[C:2]1[N:6]([C:7]2[CH:14]=[CH:13][C:10]([C:11]#[N:12])=[CH:9][N:8]=2)[CH2:5][C:4]2([CH2:20][CH:19]3[NH:21][CH:16]([CH2:17][CH2:18]3)[CH2:15]2)[CH2:3]1.[CH3:22][C:23]1[C:31]([C@@H:32]2[CH2:34][O:33]2)=[CH:30][CH:29]=[C:28]2[C:24]=1[CH2:25][O:26][C:27]2=[O:35], predict the reaction product. The product is: [OH:33][C@H:32]([C:31]1[C:23]([CH3:22])=[C:24]2[C:28](=[CH:29][CH:30]=1)[C:27](=[O:35])[O:26][CH2:25]2)[CH2:34][N:21]1[CH:16]2[CH2:17][CH2:18][CH:19]1[CH2:20][C:4]1([CH2:15]2)[CH2:3][C:2](=[O:1])[N:6]([C:7]2[CH:14]=[CH:13][C:10]([C:11]#[N:12])=[CH:9][N:8]=2)[CH2:5]1. (6) Given the reactants C(OC([N:8]1[CH2:13][CH2:12][CH:11]([CH2:14][O:15][C:16](=[O:21])[C:17]([CH3:20])([CH3:19])[CH3:18])[CH2:10][CH2:9]1)=O)(C)(C)C.C(O)(C(F)(F)F)=O, predict the reaction product. The product is: [NH:8]1[CH2:13][CH2:12][CH:11]([CH2:14][O:15][C:16](=[O:21])[C:17]([CH3:19])([CH3:18])[CH3:20])[CH2:10][CH2:9]1. (7) Given the reactants [CH:1]1([CH:7]=O)[CH2:6][CH2:5][CH2:4][CH2:3][CH2:2]1.[NH2:9][C:10]1[CH:15]=[CH:14][CH:13]=[CH:12][CH:11]=1.Cl.[OH-].[Na+], predict the reaction product. The product is: [CH:1]1([CH:7]([C:13]2[CH:14]=[CH:15][C:10]([NH2:9])=[CH:11][CH:12]=2)[C:13]2[CH:14]=[CH:15][C:10]([NH2:9])=[CH:11][CH:12]=2)[CH2:6][CH2:5][CH2:4][CH2:3][CH2:2]1. (8) The product is: [O:45]=[S:41]1(=[O:44])[CH2:42][CH2:43][N:38]([C:35]2[CH:36]=[CH:37][C:32]([C:2]3[O:6][C:5]([C:7]4[CH:12]=[CH:11][C:10]([F:13])=[CH:9][CH:8]=4)=[N:4][C:3]=3[C@@H:14]3[CH2:19][CH2:18][CH2:17][CH2:16][C@H:15]3[C:20]([O:22][CH3:23])=[O:21])=[CH:33][CH:34]=2)[CH2:39][CH2:40]1. Given the reactants Br[C:2]1[O:6][C:5]([C:7]2[CH:12]=[CH:11][C:10]([F:13])=[CH:9][CH:8]=2)=[N:4][C:3]=1[C@@H:14]1[CH2:19][CH2:18][CH2:17][CH2:16][C@H:15]1[C:20]([O:22][CH3:23])=[O:21].CC1(C)C(C)(C)OB([C:32]2[CH:37]=[CH:36][C:35]([N:38]3[CH2:43][CH2:42][S:41](=[O:45])(=[O:44])[CH2:40][CH2:39]3)=[CH:34][CH:33]=2)O1.C1C=C(S([O-])(=O)=O)C=C(P(C2C=CC=C(S([O-])(=O)=O)C=2)C2C=CC=C(S([O-])(=O)=O)C=2)C=1.[Na+].[Na+].[Na+].CCN(C(C)C)C(C)C, predict the reaction product. (9) Given the reactants C(S[C:9]1[CH:10]=[CH:11][C:12]([I:22])=[C:13](/[CH:15]=[CH:16]/[C:17]([O:19][CH2:20][CH3:21])=[O:18])[CH:14]=1)C1C=CC=CC=1.ClN1C(C)(C)C(=O)N(Cl)C1=O.[S:34](Cl)(Cl)(=[O:36])=[O:35].N1CC(=O)NC1=O.S(=O)(O)[O-].[Na+].[NH2:51][C:52]1[CH:56]=[CH:55][O:54][N:53]=1.N1C=CC=CC=1.Cl, predict the reaction product. The product is: [I:22][C:12]1[CH:11]=[CH:10][C:9]([S:34](=[O:36])(=[O:35])[NH:51][C:52]2[CH:56]=[CH:55][O:54][N:53]=2)=[CH:14][C:13]=1/[CH:15]=[CH:16]/[C:17]([O:19][CH2:20][CH3:21])=[O:18]. (10) Given the reactants [CH:1]1([CH2:4][N:5]([C:13]2[CH:18]=[CH:17][C:16]([O:19][C:20]3[CH:25]=[C:24]([C:26](=[O:33])[NH:27][C:28]4[S:29][CH:30]=[CH:31][N:32]=4)[CH:23]=[C:22]([O:34][CH:35]([CH3:37])[CH3:36])[CH:21]=3)=[CH:15][CH:14]=2)C(CC=O)C([O-])=O)[CH2:3][CH2:2]1.[C:38](=[O:41])([O-])[O-].[K+].[K+].[CH3:44][OH:45], predict the reaction product. The product is: [CH:1]1([CH2:4][N:5]([C:38](=[O:41])[CH2:44][OH:45])[C:13]2[CH:14]=[CH:15][C:16]([O:19][C:20]3[CH:25]=[C:24]([CH:23]=[C:22]([O:34][CH:35]([CH3:36])[CH3:37])[CH:21]=3)[C:26]([NH:27][C:28]3[S:29][CH:30]=[CH:31][N:32]=3)=[O:33])=[CH:17][CH:18]=2)[CH2:3][CH2:2]1.